Dataset: Reaction yield outcomes from USPTO patents with 853,638 reactions. Task: Predict the reaction yield, written as a fraction of the theoretical maximum amount of product (1.0 means a 100% yield; for example, 0.34 means a 34% yield). (1) The reactants are [CH:1]1[C:10]2[C:5](=[C:6]([C:11]3[O:34][C:14]4=[C:15]([NH2:33])[N:16]=[CH:17][C:18]([C:19]5[CH:20]=[N:21][N:22]([CH2:24][CH2:25][O:26]C6CCCCO6)[CH:23]=5)=[C:13]4[CH:12]=3)[CH:7]=[CH:8][CH:9]=2)[CH:4]=[CH:3][N:2]=1.Cl. The catalyst is CO. The product is [NH2:33][C:15]1[N:16]=[CH:17][C:18]([C:19]2[CH:20]=[N:21][N:22]([CH2:24][CH2:25][OH:26])[CH:23]=2)=[C:13]2[CH:12]=[C:11]([C:6]3[CH:7]=[CH:8][CH:9]=[C:10]4[C:5]=3[CH:4]=[CH:3][N:2]=[CH:1]4)[O:34][C:14]=12. The yield is 0.100. (2) The product is [I:11][C:10]1[C:2]([O:18][CH3:19])=[C:3]([CH:7]=[C:8]([I:12])[CH:9]=1)[C:4]([O:6][CH3:20])=[O:5]. No catalyst specified. The yield is 1.00. The reactants are O[C:2]1[C:10]([I:11])=[CH:9][C:8]([I:12])=[CH:7][C:3]=1[C:4]([OH:6])=[O:5].S([O:18][CH3:19])(OC)(=O)=O.[CH3:20]C(C)=O. (3) The reactants are C[C@:2]1([C:34]([OH:36])=[O:35])[CH2:7][CH2:6][C@:5](O)([C:8]2[S:9][C:10]([C:13]3[CH:18]=[C:17]([NH:19][C:20]4[N:25]=[C:24]([C:26]([F:29])([F:28])[F:27])[CH:23]=[CH:22][N:21]=4)[CH:16]=[C:15]([CH3:30])[CH:14]=3)=[CH:11][N:12]=2)[CH2:4][C:3]1([CH3:33])[CH3:32].O=P12OP3(OP(OP(O3)(O1)=O)(=O)O2)=O.[C:51](=O)(O)[O-].[Na+]. No catalyst specified. The product is [CH3:32][C:3]1([CH3:33])[CH:4]=[C:5]([C:8]2[S:9][C:10]([C:13]3[CH:18]=[C:17]([NH:19][C:20]4[N:25]=[C:24]([C:26]([F:27])([F:29])[F:28])[CH:23]=[CH:22][N:21]=4)[CH:16]=[C:15]([CH3:30])[CH:14]=3)=[CH:11][N:12]=2)[CH2:6][CH2:7][CH:2]1[C:34]([O:36][CH3:51])=[O:35]. The yield is 0.730. (4) The product is [F:10][C:9]([F:11])([F:12])[C:7]1[CH:8]=[C:3]2[C:4](=[CH:5][CH:6]=1)[NH:13][CH:24]([C:23]([F:31])([F:32])[F:22])[C:25]([C:26]([O:28][CH2:29][CH3:30])=[O:27])=[CH:1]2. The yield is 0.0500. The reactants are [CH:1]([C:3]1[CH:8]=[C:7]([C:9]([F:12])([F:11])[F:10])[CH:6]=[CH:5][C:4]=1[NH:13]C(=O)C(C)(C)C)=O.[H-].[Li+].[F:22][C:23]([F:32])([F:31])/[CH:24]=[CH:25]/[C:26]([O:28][CH2:29][CH3:30])=[O:27].C(OCC)(=O)C. The catalyst is CS(C)=O.